Dataset: Full USPTO retrosynthesis dataset with 1.9M reactions from patents (1976-2016). Task: Predict the reactants needed to synthesize the given product. (1) Given the product [O:22]=[C:8]1[C:7]2[C:2](=[N:3][CH:4]=[CH:5][CH:6]=2)[O:11][C:10]([C:12]2[CH:13]=[C:14]([CH:19]=[CH:20][CH:21]=2)[C:15]([O:17][CH3:18])=[O:16])=[CH:9]1, predict the reactants needed to synthesize it. The reactants are: Cl[C:2]1[C:7]([C:8](=[O:22])[CH2:9][C:10]([C:12]2[CH:13]=[C:14]([CH:19]=[CH:20][CH:21]=2)[C:15]([O:17][CH3:18])=[O:16])=[O:11])=[CH:6][CH:5]=[CH:4][N:3]=1.C([O-])([O-])=O.[K+].[K+].Cl. (2) Given the product [NH2:22][C:15]1[CH:14]=[C:13]([NH:12][C:9]2[N:8]=[CH:7][C:6]3[C:11](=[C:2]([CH3:1])[CH:3]=[CH:4][CH:5]=3)[N:10]=2)[CH:21]=[C:20]2[C:16]=1[CH:17]=[N:18][N:19]2[C:26]([NH:25][CH2:23][CH3:24])=[O:27], predict the reactants needed to synthesize it. The reactants are: [CH3:1][C:2]1[CH:3]=[CH:4][CH:5]=[C:6]2[C:11]=1[N:10]=[C:9]([NH:12][C:13]1[CH:21]=[C:20]3[C:16]([CH:17]=[N:18][NH:19]3)=[C:15]([NH2:22])[CH:14]=1)[N:8]=[CH:7]2.[CH2:23]([N:25]=[C:26]=[O:27])[CH3:24].